From a dataset of Reaction yield outcomes from USPTO patents with 853,638 reactions. Predict the reaction yield, written as a fraction of the theoretical maximum amount of product (1.0 means a 100% yield; for example, 0.34 means a 34% yield). (1) The reactants are [CH3:1][O:2][C:3](=[O:12])[CH2:4][C:5]1[CH:6]=[N:7][CH:8]=[C:9](Br)[CH:10]=1.C1(P(C2CCCCC2)C2C=CC=CC=2C2C(OC)=CC=CC=2OC)CCCCC1.P([O-])([O-])([O-])=O.[K+].[K+].[K+].[CH3:50][C:51]1[CH:52]=[C:53]([C:67]([C:72]2[CH:77]=[CH:76][C:75](/[CH:78]=[CH:79]/[C:80]([CH2:84][CH3:85])([OH:83])[CH2:81][CH3:82])=[C:74]([CH3:86])[CH:73]=2)([CH2:70][CH3:71])[CH2:68][CH3:69])[CH:54]=[C:55]([CH3:66])[C:56]=1B1OC(C)(C)C(C)(C)O1.C(=O)(O)[O-].[Na+]. The catalyst is C1(C)C=CC=CC=1.C([O-])(=O)C.[Pd+2].C([O-])(=O)C.O. The product is [CH3:1][O:2][C:3](=[O:12])[CH2:4][C:5]1[CH:6]=[N:7][CH:8]=[C:9]([C:56]2[C:55]([CH3:66])=[CH:54][C:53]([C:67]([CH2:68][CH3:69])([C:72]3[CH:77]=[CH:76][C:75](/[CH:78]=[CH:79]/[C:80]([CH2:84][CH3:85])([OH:83])[CH2:81][CH3:82])=[C:74]([CH3:86])[CH:73]=3)[CH2:70][CH3:71])=[CH:52][C:51]=2[CH3:50])[CH:10]=1. The yield is 0.240. (2) The reactants are [CH:1]([C:4]1[CH:5]=[CH:6][C:7]([C:12]2[CH:21]=[CH:20][C:19]3[C:14](=[CH:15][CH:16]=[C:17]([CH:22]([CH3:24])[CH3:23])[CH:18]=3)[CH:13]=2)=[C:8]([CH:11]=1)C=O)([CH3:3])[CH3:2].[Cl-].[CH3:26][O:27][CH2:28][P+](C1C=CC=CC=1)(C1C=CC=CC=1)C1C=CC=CC=1.[C:48](O[K])(C)(C)C. The catalyst is O1CCCC1. The product is [CH:22]([C:17]1[CH:16]=[CH:15][C:14]2[C:19](=[CH:20][CH:21]=[C:12]([C:7]3[CH:6]=[CH:5][C:4]([CH:1]([CH3:3])[CH3:2])=[CH:11][C:8]=3[CH:48]=[CH:28][O:27][CH3:26])[CH:13]=2)[CH:18]=1)([CH3:23])[CH3:24]. The yield is 0.900. (3) The reactants are OO.O[Li].O.C([C@@H]1COC(=O)N1[C:19](=[O:43])[C@H:20]([C@H:29]1[N:33]([C:34]([O:36][C:37]([CH3:40])([CH3:39])[CH3:38])=[O:35])[C:32]([CH3:42])([CH3:41])[CH2:31][CH2:30]1)[C:21]1[CH:26]=[CH:25][C:24]([Cl:27])=[C:23]([F:28])[CH:22]=1)C1C=CC=CC=1.[O-:44]S([O-])=O.[Na+:48].[Na+]. The catalyst is C1COCC1.O. The product is [Na+:48].[C:37]([O:36][C:34]([N:33]1[C:32]([CH3:42])([CH3:41])[CH2:31][CH2:30][C@H:29]1[C@H:20]([C:21]1[CH:26]=[CH:25][C:24]([Cl:27])=[C:23]([F:28])[CH:22]=1)[C:19]([O-:43])=[O:44])=[O:35])([CH3:38])([CH3:39])[CH3:40]. The yield is 0.940. (4) The reactants are [NH2:1][C:2]1[C:11]2[C:6](=[C:7](Br)[CH:8]=[CH:9][CH:10]=2)[N:5]=[N:4][C:3]=1[C:13]([NH:15][CH2:16][CH2:17][CH3:18])=[O:14].[Cl:19][C:20]1[CH:21]=[C:22](B(O)O)[CH:23]=[N:24][C:25]=1[O:26][CH3:27]. No catalyst specified. The product is [NH2:1][C:2]1[C:11]2[C:6](=[C:7]([C:22]3[CH:23]=[N:24][C:25]([O:26][CH3:27])=[C:20]([Cl:19])[CH:21]=3)[CH:8]=[CH:9][CH:10]=2)[N:5]=[N:4][C:3]=1[C:13]([NH:15][CH2:16][CH2:17][CH3:18])=[O:14]. The yield is 0.420. (5) The reactants are [NH:1]1[CH:5]=[CH:4][N:3]=[C:2]1[C@H:6]1[C@H:15]2[CH2:16][CH2:17][N:18]([C:19]([C@H:21]3[CH2:26][CH2:25][CH2:24][CH2:23][C@H:22]3[NH:27][C:28](=[O:35])[C:29]3[CH:34]=[CH:33][CH:32]=[CH:31][CH:30]=3)=[O:20])[C@H:14]2[C:13]2[CH:12]=[CH:11][CH:10]=[CH:9][C:8]=2[NH:7]1.[H-].[Na+].[CH3:38]I.O. The catalyst is CN(C=O)C. The product is [CH3:38][N:1]1[CH:5]=[CH:4][N:3]=[C:2]1[C@H:6]1[C@H:15]2[CH2:16][CH2:17][N:18]([C:19]([C@H:21]3[CH2:26][CH2:25][CH2:24][CH2:23][C@H:22]3[NH:27][C:28](=[O:35])[C:29]3[CH:30]=[CH:31][CH:32]=[CH:33][CH:34]=3)=[O:20])[C@H:14]2[C:13]2[CH:12]=[CH:11][CH:10]=[CH:9][C:8]=2[NH:7]1. The yield is 0.630. (6) The reactants are [Br:1][C:2]1C=C[C:5](N)=[CH:4][CH:3]=1.C(=O)CC.[CH:13](/[NH:16][C:17](=[O:26])[O:18][CH2:19][C:20]1[CH:25]=[CH:24][CH:23]=[CH:22][CH:21]=1)=[CH:14]\[CH3:15].[NH2:27][C:28]1[CH:33]=[CH:32]C=[CH:30][CH:29]=1. The catalyst is ClCCl. The product is [Br:1][C:2]1[CH:15]=[C:14]2[C:5](=[CH:4][CH:3]=1)[NH:27][C@@H:28]([CH2:29][CH3:30])[C@H:33]([CH3:32])[C@H:13]2[NH:16][C:17](=[O:26])[O:18][CH2:19][C:20]1[CH:21]=[CH:22][CH:23]=[CH:24][CH:25]=1. The yield is 0.920. (7) The reactants are [Cl:1][C:2]1[CH:3]=[CH:4][C:5]([O:25][CH3:26])=[C:6]([C:8]2[C:12]([NH:13][C:14]([C:16]3[C:24]4[N:23]=[CH:22]N=CC=4NN=3)=[O:15])=[CH:11][NH:10][N:9]=2)[CH:7]=1.[H-].[Na+].Br[CH:30]([F:36])[C:31]([O:33]CC)=[O:32]. The catalyst is CN(C=O)C. The product is [Cl:1][C:2]1[CH:3]=[CH:4][C:5]([O:25][CH3:26])=[C:6]([C:8]2[C:12]([NH:13][C:14]([C:16]3[CH:11]=[N:10][N:9]4[CH:8]=[CH:6][CH:22]=[N:23][C:24]=34)=[O:15])=[CH:11][N:10]([CH:30]([F:36])[C:31]([OH:33])=[O:32])[N:9]=2)[CH:7]=1. The yield is 0.300.